Task: Predict which catalyst facilitates the given reaction.. Dataset: Catalyst prediction with 721,799 reactions and 888 catalyst types from USPTO (1) Reactant: [O:1]=[C:2]1[CH2:10][C:9]2[C:4](=[CH:5][CH:6]=[C:7]([NH:11][C:12](=[O:19])OCC(Cl)(Cl)Cl)[CH:8]=2)[NH:3]1.[C:20]1([C:26]2[N:27]=[C:28]([N:31]3[CH2:36][CH2:35][NH:34][CH2:33][CH2:32]3)[S:29][CH:30]=2)[CH:25]=[CH:24][CH:23]=[CH:22][CH:21]=1.C(N(C(C)C)CC)(C)C.CS(C)=O. Product: [O:1]=[C:2]1[CH2:10][C:9]2[C:4](=[CH:5][CH:6]=[C:7]([NH:11][C:12]([N:34]3[CH2:35][CH2:36][N:31]([C:28]4[S:29][CH:30]=[C:26]([C:20]5[CH:25]=[CH:24][CH:23]=[CH:22][CH:21]=5)[N:27]=4)[CH2:32][CH2:33]3)=[O:19])[CH:8]=2)[NH:3]1. The catalyst class is: 6. (2) Reactant: B.CSC.[C:5]([CH2:8][C:9]1[CH:10]=[C:11]([CH:15]=[CH:16][C:17]=1[Cl:18])[C:12](O)=[O:13])(O)=[O:6]. The catalyst class is: 1. Product: [Cl:18][C:17]1[CH:16]=[CH:15][C:11]([CH2:12][OH:13])=[CH:10][C:9]=1[CH2:8][CH2:5][OH:6]. (3) Reactant: [CH2:1]([O:8][C:9](=[O:44])[N:10]([CH2:41][CH:42]=[CH2:43])[C:11]1[C:16](=O)[N:15]2[C@H:18]([C:25](N(C(OC(C)(C)C)=O)C3C=CC=CC=3)=[O:26])[CH2:19][C@:20]([N:22]=[N+:23]=[N-:24])([CH3:21])[C:14]2=[N:13][CH:12]=1)[C:2]1[CH:7]=[CH:6][CH:5]=[CH:4][CH:3]=1.OO.[Li+].[OH-:48].[O-:49]S([O-])=O.[Na+].[Na+]. Product: [CH2:41]([N:10]([C:9]([O:8][CH2:1][C:2]1[CH:7]=[CH:6][CH:5]=[CH:4][CH:3]=1)=[O:44])[C:11]1[C:16](=[O:48])[N:15]2[C@H:18]([C:25]([OH:49])=[O:26])[CH2:19][C@:20]([N:22]=[N+:23]=[N-:24])([CH3:21])[C:14]2=[N:13][CH:12]=1)[CH:42]=[CH2:43]. The catalyst class is: 20. (4) Product: [O:8]1[C:7]2[CH:11]=[CH:12][C:4]([CH:1]([NH2:14])[CH3:2])=[CH:5][C:6]=2[CH2:10][CH2:9]1. The catalyst class is: 94. Reactant: [C:1]([C:4]1[CH:12]=[CH:11][C:7]2[O:8][CH2:9][CH2:10][C:6]=2[CH:5]=1)(=O)[CH3:2].[OH-].[NH4+:14]. (5) Reactant: [NH2:1][C:2]1[CH:9]=[CH:8][CH:7]=[C:6]([CH:10]2[CH2:12][C:11]2([CH3:14])[CH3:13])[C:3]=1[C:4]#[N:5].[S:15](Cl)(=[O:18])(=O)[NH2:16].[OH-:20].[Na+]. Product: [CH3:13][C:11]1([CH3:14])[CH2:12][CH:10]1[C:6]1[C:3]2[C:4]([NH2:5])=[N:16][S:15](=[O:18])(=[O:20])[NH:1][C:2]=2[CH:9]=[CH:8][CH:7]=1. The catalyst class is: 287. (6) Product: [F:1][C:10]1[CH:12]=[CH:13][C:14]([N+:16]([O-:18])=[O:17])=[CH:15][C:9]=1[I:8]. The catalyst class is: 4. Reactant: [F:1][B-](F)(F)F.N#[O+].[I:8][C:9]1[CH:15]=[C:14]([N+:16]([O-:18])=[O:17])[CH:13]=[CH:12][C:10]=1N. (7) Product: [C:1]([N:5]([OH:15])[C:6]([C:8]([CH3:14])([CH3:13])[CH:9]=[O:10])=[O:7])([CH3:4])([CH3:2])[CH3:3]. Reactant: [C:1]([N:5]([OH:15])[C:6]([C:8]([CH3:14])([CH3:13])[C:9](OC)=[O:10])=[O:7])([CH3:4])([CH3:3])[CH3:2].CC(C[AlH]CC(C)C)C. The catalyst class is: 2. (8) Reactant: [Br-].[O:2]1CCO[CH:3]1[CH2:7][CH2:8][P+](C1C=CC=CC=1)(C1C=CC=CC=1)C1C=CC=CC=1.[H-].[Na+].CN(C)C=O.[CH2:35]([C:38]1[C:42]([CH:43]=O)=[CH:41][N:40]([C:45]2[CH:50]=[CH:49][C:48]([C:51]([F:54])([F:53])[F:52])=[CH:47][N:46]=2)[N:39]=1)[CH2:36][CH3:37]. Product: [CH2:35]([C:38]1[C:42]([CH2:43][CH2:8][CH2:7][CH:3]=[O:2])=[CH:41][N:40]([C:45]2[CH:50]=[CH:49][C:48]([C:51]([F:54])([F:53])[F:52])=[CH:47][N:46]=2)[N:39]=1)[CH2:36][CH3:37]. The catalyst class is: 6. (9) Reactant: [NH:1]1[CH2:8][CH2:7][CH2:6][C@H:2]1[C:3]([OH:5])=[O:4].[N:9]([O-])=[O:10].[Na+].Cl. Product: [N:9]([N:1]1[CH2:8][CH2:7][CH2:6][C@H:2]1[C:3]([OH:5])=[O:4])=[O:10]. The catalyst class is: 6. (10) Reactant: [CH2:1]([C@@:8]12[CH2:21][C:20](=[O:22])[C@:19]([OH:29])([C:23]3[CH:28]=[CH:27][CH:26]=[CH:25][CH:24]=3)[CH2:18][C@H:17]1[CH2:16][CH2:15][C:14]1[CH:13]=[C:12]([C:30](O)=[O:31])[CH:11]=[CH:10][C:9]2=1)[C:2]1[CH:7]=[CH:6][CH:5]=[CH:4][CH:3]=1.[NH2:33][C:34]1[C:35]([CH3:40])=[N:36][CH:37]=[CH:38][CH:39]=1.CN1C=CN=C1.CCCP1(OP(CCC)(=O)OP(CCC)(=O)O1)=O. Product: [CH2:1]([C@@:8]12[CH2:21][C:20](=[O:22])[C@:19]([OH:29])([C:23]3[CH:24]=[CH:25][CH:26]=[CH:27][CH:28]=3)[CH2:18][C@H:17]1[CH2:16][CH2:15][C:14]1[CH:13]=[C:12]([C:30]([NH:33][C:34]3[C:35]([CH3:40])=[N:36][CH:37]=[CH:38][CH:39]=3)=[O:31])[CH:11]=[CH:10][C:9]2=1)[C:2]1[CH:3]=[CH:4][CH:5]=[CH:6][CH:7]=1. The catalyst class is: 115.